Dataset: Catalyst prediction with 721,799 reactions and 888 catalyst types from USPTO. Task: Predict which catalyst facilitates the given reaction. (1) Reactant: C(O[C:4]([C:6]1[C:7]2[S:15][CH:14]=[C:13]([CH2:16][O:17][C:18]3[CH:23]=[CH:22][C:21]([Br:24])=[CH:20][CH:19]=3)[C:8]=2[C:9]([NH2:12])=[N:10][CH:11]=1)=[O:5])C.[NH2:25][CH:26]([CH3:29])[CH2:27][OH:28]. Product: [OH:28][CH2:27][CH:26]([NH:25][C:4]([C:6]1[C:7]2[S:15][CH:14]=[C:13]([CH2:16][O:17][C:18]3[CH:23]=[CH:22][C:21]([Br:24])=[CH:20][CH:19]=3)[C:8]=2[C:9]([NH2:12])=[N:10][CH:11]=1)=[O:5])[CH3:29]. The catalyst class is: 13. (2) Reactant: [C:1]([O:5][C:6](=[O:17])[NH:7][CH2:8][CH:9]1[CH2:14][CH2:13][CH:12]([CH:15]=O)[CH2:11][CH2:10]1)([CH3:4])([CH3:3])[CH3:2].[CH:18]1([O:23][C:24](=[O:33])[C@@H:25]([NH2:32])[C:26]2[CH:31]=[CH:30][CH:29]=[CH:28][CH:27]=2)[CH2:22][CH2:21][CH2:20][CH2:19]1.C(O)(=O)C.C(O[BH-](OC(=O)C)OC(=O)C)(=O)C.[Na+].C([O-])(O)=O.[Na+]. Product: [CH:18]1([O:23][C:24](=[O:33])[C@@H:25]([NH:32][CH2:15][CH:12]2[CH2:13][CH2:14][CH:9]([CH2:8][NH:7][C:6]([O:5][C:1]([CH3:4])([CH3:3])[CH3:2])=[O:17])[CH2:10][CH2:11]2)[C:26]2[CH:31]=[CH:30][CH:29]=[CH:28][CH:27]=2)[CH2:22][CH2:21][CH2:20][CH2:19]1. The catalyst class is: 279. (3) Reactant: [NH2:1][C:2]1[CH:7]=[CH:6][C:5]([N:8]2[CH2:17][CH2:16][C:15]3[C:10](=[CH:11][C:12]([F:20])=[C:13]([NH:18][CH3:19])[CH:14]=3)[C:9]2=[O:21])=[CH:4][CH:3]=1.[Cl:22][C:23]1[S:27][C:26]([S:28]([NH:31][C:32](=O)[O:33]CC)(=[O:30])=[O:29])=[CH:25][CH:24]=1. Product: [Cl:22][C:23]1[S:27][C:26]([S:28]([NH:31][C:32]([NH:1][C:2]2[CH:7]=[CH:6][C:5]([N:8]3[CH2:17][CH2:16][C:15]4[C:10](=[CH:11][C:12]([F:20])=[C:13]([NH:18][CH3:19])[CH:14]=4)[C:9]3=[O:21])=[CH:4][CH:3]=2)=[O:33])(=[O:30])=[O:29])=[CH:25][CH:24]=1. The catalyst class is: 52. (4) Reactant: [CH3:1][N:2]([CH3:36])[CH2:3][CH2:4][O:5][C:6]1[CH:11]=[CH:10][C:9]([C:12](=[O:35])[CH2:13][CH:14]([C:29]2[CH:34]=[CH:33][N:32]=[CH:31][CH:30]=2)[C:15]([C:17]2[CH:18]=[C:19]3[C:23](=[CH:24][CH:25]=2)[C:22](=[N:26][O:27][CH3:28])[CH2:21][CH2:20]3)=O)=[CH:8][CH:7]=1.O=P12OP3(OP(OP(O3)(O1)=O)(=O)O2)=O.C(=O)([O-])O.[Na+]. Product: [CH3:28][O:27][N:26]=[C:22]1[C:23]2[C:19](=[CH:18][C:17]([C:15]3[O:35][C:12]([C:9]4[CH:8]=[CH:7][C:6]([O:5][CH2:4][CH2:3][N:2]([CH3:36])[CH3:1])=[CH:11][CH:10]=4)=[CH:13][C:14]=3[C:29]3[CH:30]=[CH:31][N:32]=[CH:33][CH:34]=3)=[CH:25][CH:24]=2)[CH2:20][CH2:21]1. The catalyst class is: 501.